From a dataset of Retrosynthesis with 50K atom-mapped reactions and 10 reaction types from USPTO. Predict the reactants needed to synthesize the given product. (1) The reactants are: Cc1cc2c(ncn2C)c(N)c1C.FC(F)(F)c1cc(Cl)nc(-c2cccnc2)n1. Given the product Cc1cc2c(ncn2C)c(Nc2cc(C(F)(F)F)nc(-c3cccnc3)n2)c1C, predict the reactants needed to synthesize it. (2) Given the product COc1cccc2c1[C@]13CCN(C(=O)C4CCC4)[C@H](C2)[C@@H]1CCC(=O)C3, predict the reactants needed to synthesize it. The reactants are: COc1cccc2c1[C@]13CCN[C@H](C2)[C@@H]1CCC(=O)C3.O=C(O)C1CCC1.